The task is: Predict which catalyst facilitates the given reaction.. This data is from Catalyst prediction with 721,799 reactions and 888 catalyst types from USPTO. (1) Reactant: Br[C:2]1[CH:23]=[CH:22][C:5]2[C:6]3[N:7]([CH:11]=[C:12]([C:14]4[N:18]([CH:19]([CH3:21])[CH3:20])[N:17]=[CH:16][N:15]=4)[N:13]=3)[CH2:8][CH2:9][O:10][C:4]=2[CH:3]=1.[Cl:24][C:25]1[CH:30]=[CH:29][C:28](B(O)O)=[CH:27][CH:26]=1.C([O-])([O-])=O.[Cs+].[Cs+]. Product: [Cl:24][C:25]1[CH:30]=[CH:29][C:28]([C:2]2[CH:23]=[CH:22][C:5]3[C:6]4[N:7]([CH:11]=[C:12]([C:14]5[N:18]([CH:19]([CH3:21])[CH3:20])[N:17]=[CH:16][N:15]=5)[N:13]=4)[CH2:8][CH2:9][O:10][C:4]=3[CH:3]=2)=[CH:27][CH:26]=1. The catalyst class is: 38. (2) Reactant: [Br:1][C:2]1[C:10]([CH3:11])=[CH:9][CH:8]=[CH:7][C:3]=1[C:4]([OH:6])=O.[NH:12]1[C:20]2[C:15](=[CH:16][CH:17]=[CH:18][CH:19]=2)[CH:14]=[CH:13]1.C1CCC(N=C=NC2CCCCC2)CC1. Product: [Br:1][C:2]1[C:10]([CH3:11])=[CH:9][CH:8]=[CH:7][C:3]=1[C:4]([N:12]1[C:20]2[C:15](=[CH:16][CH:17]=[CH:18][CH:19]=2)[CH:14]=[CH:13]1)=[O:6]. The catalyst class is: 172.